From a dataset of Full USPTO retrosynthesis dataset with 1.9M reactions from patents (1976-2016). Predict the reactants needed to synthesize the given product. (1) Given the product [Br:1][C:2]1[CH:10]=[CH:9][CH:8]=[CH:7][C:3]=1[C@@H:4]([O:6][Si:11]([C:14]([CH3:17])([CH3:16])[CH3:15])([CH3:13])[CH3:12])[CH3:5], predict the reactants needed to synthesize it. The reactants are: [Br:1][C:2]1[CH:10]=[CH:9][CH:8]=[CH:7][C:3]=1[C@@H:4]([OH:6])[CH3:5].[Si:11](Cl)([C:14]([CH3:17])([CH3:16])[CH3:15])([CH3:13])[CH3:12].N1C=CN=C1. (2) Given the product [C:10]([C:3]1[CH:4]=[C:5]([Br:9])[C:6]([CH3:8])=[CH:7][C:2]=1[NH:1][C:20](=[O:22])[CH3:21])(=[O:12])[CH3:11], predict the reactants needed to synthesize it. The reactants are: [NH2:1][C:2]1[CH:7]=[C:6]([CH3:8])[C:5]([Br:9])=[CH:4][C:3]=1[C:10](=[O:12])[CH3:11].C(N(CC)CC)C.[C:20](Cl)(=[O:22])[CH3:21].Cl. (3) Given the product [SH:8][CH2:9][CH2:10][NH:11][C:12]([C:14]1[CH-:18][CH:17]=[CH:16][CH:15]=1)=[O:13].[CH-:19]1[CH:23]=[CH:22][CH:21]=[CH:20]1.[Fe+2:24], predict the reactants needed to synthesize it. The reactants are: N1C=CC=CC=1S[S:8][CH2:9][CH2:10][NH:11][C:12]([C:14]1[CH-:15][CH:16]=[CH:17][CH:18]=1)=[O:13].[CH-:19]1[CH:23]=[CH:22][CH:21]=[CH:20]1.[Fe+2:24].C(S)[C@@H](O)[C@H](O)CS.CCN(CC)CC. (4) Given the product [Br:1][C:2]1[CH:7]=[CH:6][C:5]([CH2:8][CH2:9][CH2:10][OH:11])=[CH:4][C:3]=1[I:13], predict the reactants needed to synthesize it. The reactants are: [Br:1][C:2]1[CH:7]=[CH:6][C:5]([CH2:8][CH2:9][C:10](O)=[O:11])=[CH:4][C:3]=1[I:13].CN1CCOCC1.C(Cl)(=O)OCC(C)C.[BH4-].[Na+]. (5) Given the product [C:2]([C:3]1[CH:8]=[CH:7][CH:6]=[CH:5][CH:4]=1)(=[O:10])[CH3:1], predict the reactants needed to synthesize it. The reactants are: [CH2:1]=[CH:2][C:3]1[CH:8]=[CH:7][CH:6]=[CH:5][CH:4]=1.C[OH:10].O.O=O. (6) Given the product [NH2:1][C:2]1[C:7]([F:8])=[CH:6][C:5]([Cl:15])=[C:4]([NH:9][S:10]([CH2:13][Cl:14])(=[O:11])=[O:12])[CH:3]=1, predict the reactants needed to synthesize it. The reactants are: [NH2:1][C:2]1[CH:3]=[C:4]([NH:9][S:10]([CH2:13][Cl:14])(=[O:12])=[O:11])[CH:5]=[CH:6][C:7]=1[F:8].[Cl:15]N1C(=O)CCC1=O. (7) The reactants are: CC1(C)C(C)(C)OB([C:9]2[CH:14]=[CH:13][C:12]([C:15]3[CH:20]=[CH:19][CH:18]=[CH:17][C:16]=3[C:21]#[N:22])=[CH:11][CH:10]=2)O1.[CH2:24]([O:26][C:27]([C:29]1[N:30]([CH3:39])[C:31]([CH2:37][CH3:38])=[C:32]([C:35]#[N:36])[C:33]=1I)=[O:28])[CH3:25].C(OC(C)C)(=O)C.C(=O)([O-])[O-].[K+].[K+]. Given the product [C:35]([C:32]1[C:33]([C:9]2[CH:10]=[CH:11][C:12]([C:15]3[CH:20]=[CH:19][CH:18]=[CH:17][C:16]=3[C:21]#[N:22])=[CH:13][CH:14]=2)=[C:29]([C:27]([O:26][CH2:24][CH3:25])=[O:28])[N:30]([CH3:39])[C:31]=1[CH2:37][CH3:38])#[N:36], predict the reactants needed to synthesize it.